This data is from Catalyst prediction with 721,799 reactions and 888 catalyst types from USPTO. The task is: Predict which catalyst facilitates the given reaction. Reactant: [C:1]([O:5][C:6](=[O:17])[C:7]1[C:12]([OH:13])=[C:11]([I:14])[CH:10]=[C:9]([F:15])[C:8]=1[F:16])([CH3:4])([CH3:3])[CH3:2].[C:18](=O)([O-])[O-].[Cs+].[Cs+].IC. Product: [C:1]([O:5][C:6](=[O:17])[C:7]1[C:12]([O:13][CH3:18])=[C:11]([I:14])[CH:10]=[C:9]([F:15])[C:8]=1[F:16])([CH3:4])([CH3:2])[CH3:3]. The catalyst class is: 3.